This data is from Forward reaction prediction with 1.9M reactions from USPTO patents (1976-2016). The task is: Predict the product of the given reaction. Given the reactants [C:1]1(=[O:7])[NH:5][C:4](=[O:6])[CH:3]=[CH:2]1.[CH2:8]=[O:9].[OH-].[Na+], predict the reaction product. The product is: [OH:9][CH2:8][C:2]1[C:1]([NH:5][C:4](=[O:6])[CH:3]=1)=[O:7].